Dataset: Forward reaction prediction with 1.9M reactions from USPTO patents (1976-2016). Task: Predict the product of the given reaction. (1) Given the reactants [Cl:1][C:2]1[CH:21]=[CH:20][C:19]([OH:22])=[CH:18][C:3]=1[C:4]([NH:6][CH2:7][C:8]12[CH2:17][CH:12]3[CH2:13][CH:14]([CH2:16][CH:10]([CH2:11]3)[CH2:9]1)[CH2:15]2)=[O:5].C(=O)([O-])[O-].[Cs+].[Cs+].Br[CH2:30][CH2:31][CH2:32][Cl:33], predict the reaction product. The product is: [Cl:1][C:2]1[CH:21]=[CH:20][C:19]([O:22][CH2:30][CH2:31][CH2:32][Cl:33])=[CH:18][C:3]=1[C:4]([NH:6][CH2:7][C:8]12[CH2:17][CH:12]3[CH2:11][CH:10]([CH2:16][CH:14]([CH2:13]3)[CH2:15]1)[CH2:9]2)=[O:5]. (2) The product is: [Br:11][C:7]1[CH:6]=[C:5]2[C:4](=[C:9]([Cl:10])[CH:8]=1)[C:3](=[O:14])[N:27]([CH2:26][C:25]1[CH:28]=[CH:29][C:22]([O:15][C:16]3[CH:17]=[CH:18][CH:19]=[CH:20][CH:21]=3)=[CH:23][CH:24]=1)[CH2:12]2. Given the reactants CO[C:3](=[O:14])[C:4]1[C:9]([Cl:10])=[CH:8][C:7]([Br:11])=[CH:6][C:5]=1[CH2:12]Br.[O:15]([C:22]1[CH:29]=[CH:28][C:25]([CH2:26][NH2:27])=[CH:24][CH:23]=1)[C:16]1[CH:21]=[CH:20][CH:19]=[CH:18][CH:17]=1.C([O-])([O-])=O.[K+].[K+].C(OCC)(=O)C, predict the reaction product. (3) Given the reactants [Br:1][C:2]1[C:3]([CH3:21])=[CH:4][C:5]([NH:13][C:14]([O:16][C:17]([CH3:20])([CH3:19])[CH3:18])=[O:15])=[C:6]([CH:12]=1)[C:7]([O:9][CH2:10][CH3:11])=[O:8].[Br:22]CC1C=C(C=CC=1S(CC)(=O)=O)C#N, predict the reaction product. The product is: [Br:1][C:2]1[C:3]([CH2:21][Br:22])=[CH:4][C:5]([NH:13][C:14]([O:16][C:17]([CH3:20])([CH3:19])[CH3:18])=[O:15])=[C:6]([CH:12]=1)[C:7]([O:9][CH2:10][CH3:11])=[O:8].